Predict the reactants needed to synthesize the given product. From a dataset of Full USPTO retrosynthesis dataset with 1.9M reactions from patents (1976-2016). Given the product [C:1]1([S:7](/[CH:10]=[CH:11]/[C:20]2[CH:19]=[CH:16][C:15]([Cl:14])=[CH:22][C:21]=2[Cl:23])(=[O:9])=[O:8])[CH:6]=[CH:5][CH:4]=[CH:3][CH:2]=1, predict the reactants needed to synthesize it. The reactants are: [C:1]1([S:7]([CH2:10][C:11](O)=O)(=[O:9])=[O:8])[CH:6]=[CH:5][CH:4]=[CH:3][CH:2]=1.[Cl:14][C:15]1[CH:22]=[C:21]([Cl:23])[CH:20]=[CH:19][C:16]=1C=O.